This data is from Full USPTO retrosynthesis dataset with 1.9M reactions from patents (1976-2016). The task is: Predict the reactants needed to synthesize the given product. (1) Given the product [Cl:1][C:2]1[C:7](=[O:8])[N:6]([C:9]2[CH:10]=[C:11]([CH:19]=[CH:20][C:21]=2[CH3:22])[C:12]([NH:14][CH2:15][C@@H:16]([OH:17])[CH3:35])=[O:13])[CH:5]=[N:4][C:3]=1[O:23][CH2:24][C:25]1[CH:30]=[CH:29][C:28]([F:31])=[CH:27][C:26]=1[F:32], predict the reactants needed to synthesize it. The reactants are: [Cl:1][C:2]1[C:7](=[O:8])[N:6]([C:9]2[CH:10]=[C:11]([CH:19]=[CH:20][C:21]=2[CH3:22])[C:12]([NH:14][CH2:15][C:16](N)=[O:17])=[O:13])[CH:5]=[N:4][C:3]=1[O:23][CH2:24][C:25]1[CH:30]=[CH:29][C:28]([F:31])=[CH:27][C:26]=1[F:32].Cl.N[CH2:35]C(N)=O. (2) Given the product [O:8]([C:5]1[CH:6]=[CH:7][C:2]([CH2:1][OH:18])=[N:3][CH:4]=1)[C:9]1[CH:14]=[CH:13][CH:12]=[CH:11][CH:10]=1, predict the reactants needed to synthesize it. The reactants are: [CH3:1][C:2]1[CH:7]=[CH:6][C:5]([O:8][C:9]2[CH:14]=[CH:13][CH:12]=[CH:11][CH:10]=2)=[CH:4][N+:3]=1[O-].C(OC(=O)C)(=[O:18])C. (3) Given the product [CH3:30][O:29][C:11]1[N:10]=[C:9]([C:4]2[CH:5]=[CH:6][C:1]([CH3:7])=[CH:2][CH:3]=2)[C:14]([N:15]2[CH2:20][CH2:19][N:18]([C:21]3[CH:26]=[CH:25][C:24]([O:27][CH3:28])=[CH:23][CH:22]=3)[CH2:17][CH2:16]2)=[CH:13][CH:12]=1, predict the reactants needed to synthesize it. The reactants are: [C:1]1([CH3:7])[CH:6]=[CH:5][CH:4]=[CH:3][CH:2]=1.Br[C:9]1[C:14]([N:15]2[CH2:20][CH2:19][N:18]([C:21]3[CH:26]=[CH:25][C:24]([O:27][CH3:28])=[CH:23][CH:22]=3)[CH2:17][CH2:16]2)=[CH:13][CH:12]=[C:11]([O:29][CH3:30])[N:10]=1.CC1C=CC(B(O)O)=CC=1.C(=O)([O-])[O-].[Na+].[Na+]. (4) The reactants are: [CH3:1][C:2]([CH3:14])([CH3:13])[C:3]([NH:5][C:6]1[CH:11]=[C:10]([CH3:12])[CH:9]=[CH:8][N:7]=1)=[O:4].O.C(Cl)[Cl:17]. Given the product [Cl:17][C:9]1[C:10]([CH3:12])=[CH:11][C:6]([NH:5][C:3](=[O:4])[C:2]([CH3:14])([CH3:13])[CH3:1])=[N:7][CH:8]=1, predict the reactants needed to synthesize it. (5) The reactants are: Cl.[NH2:2][OH:3].[OH-].[K+].[C:6]12([NH:16][CH2:17][C:18]3[O:22][C:21](/[CH:23]=[CH:24]/[C:25]([O:27]C)=O)=[CH:20][CH:19]=3)[CH2:15][CH:10]3[CH2:11][CH:12]([CH2:14][CH:8]([CH2:9]3)[CH2:7]1)[CH2:13]2.C(O)(=O)C. Given the product [C:6]12([NH:16][CH2:17][C:18]3[O:22][C:21](/[CH:23]=[CH:24]/[C:25]([NH:2][OH:3])=[O:27])=[CH:20][CH:19]=3)[CH2:15][CH:10]3[CH2:11][CH:12]([CH2:14][CH:8]([CH2:9]3)[CH2:7]1)[CH2:13]2, predict the reactants needed to synthesize it. (6) Given the product [C:13]1([C@@H:9]2[O:10][CH2:11][CH2:12][N:7]([CH2:6][C:5]3[CH:19]=[CH:20][C:2]([C:24]4[CH:25]=[CH:26][CH:27]=[CH:28][C:23]=4[C:22]([F:33])([F:32])[F:21])=[CH:3][CH:4]=3)[CH2:8]2)[CH:18]=[CH:17][CH:16]=[CH:15][CH:14]=1, predict the reactants needed to synthesize it. The reactants are: Br[C:2]1[CH:20]=[CH:19][C:5]([CH2:6][N:7]2[CH2:12][CH2:11][O:10][C@@H:9]([C:13]3[CH:18]=[CH:17][CH:16]=[CH:15][CH:14]=3)[CH2:8]2)=[CH:4][CH:3]=1.[F:21][C:22]([F:33])([F:32])[C:23]1[CH:28]=[CH:27][CH:26]=[CH:25][C:24]=1B(O)O.C(=O)([O-])[O-].[Na+].[Na+].C1(C)C=CC=CC=1.